Dataset: Forward reaction prediction with 1.9M reactions from USPTO patents (1976-2016). Task: Predict the product of the given reaction. (1) Given the reactants [CH3:1][C:2]1[C:3](=[O:13])[C:4]2[C:9]([C:10](=O)[CH:11]=1)=[CH:8][CH:7]=[CH:6][CH:5]=2.[CH3:14][O:15][C:16]1[CH:25]=[CH:24][C:19]([C:20]([NH:22][NH2:23])=[O:21])=[CH:18][CH:17]=1.C1(C)C=CC(S(O)(=O)=O)=CC=1, predict the reaction product. The product is: [CH3:1][C:2]1[C:3](=[O:13])[C:4]2[C:9](=[CH:8][CH:7]=[CH:6][CH:5]=2)/[C:10](=[N:23]/[NH:22][C:20](=[O:21])[C:19]2[CH:24]=[CH:25][C:16]([O:15][CH3:14])=[CH:17][CH:18]=2)/[CH:11]=1. (2) Given the reactants [B].[CH2:2]=[C:3]1[CH2:5][CH2:4]1.B(Cl)(Cl)Cl.[CH:10]1([B:16]([CH:18]2[CH2:23][CH2:22][CH2:21]CC2)Cl)[CH2:15][CH2:14][CH2:13]CC1.C=C[CH2:26][CH2:27][CH2:28][CH3:29].[K].C[Si]([N-][Si](C)(C)C)(C)C.C(Cl)C(=C)C, predict the reaction product. The product is: [CH2:2]=[C:3]1[CH2:5][CH:4]1[B:16]([CH:10]1[CH2:15][C:14]1=[CH2:13])[CH:18]1[CH2:23][C:22]1=[CH2:21].[CH2:26]=[C:27]1[CH2:29][CH2:28]1. (3) Given the reactants [CH:1]1([O:6][CH2:7][CH2:8][O:9][C:10]2[CH:37]=[CH:36][C:13]([O:14][CH2:15][CH:16]([OH:35])[CH2:17][NH:18][CH2:19][CH2:20][NH:21][C:22](=[O:34])[NH:23][C:24]3[CH:25]=[C:26]([CH:31]=[CH:32][CH:33]=3)[C:27]([O:29]C)=[O:28])=[CH:12][CH:11]=2)[CH2:5][CH2:4][CH2:3][CH2:2]1.[ClH:38], predict the reaction product. The product is: [ClH:38].[CH:1]1([O:6][CH2:7][CH2:8][O:9][C:10]2[CH:11]=[CH:12][C:13]([O:14][CH2:15][CH:16]([OH:35])[CH2:17][NH:18][CH2:19][CH2:20][NH:21][C:22](=[O:34])[NH:23][C:24]3[CH:25]=[C:26]([CH:31]=[CH:32][CH:33]=3)[C:27]([OH:29])=[O:28])=[CH:36][CH:37]=2)[CH2:2][CH2:3][CH2:4][CH2:5]1. (4) Given the reactants [ClH:1].C(N(CC)CCNC(C1C=CC2C(=CC=C(I)C=2)C=1)=O)C.[CH2:23]([N:25]([CH2:47][CH3:48])[CH2:26][CH2:27][NH:28][C:29]([C:31]1[C:44]2[NH:43][C:42]3[C:37](=[C:38]([I:45])[CH:39]=[CH:40][CH:41]=3)[C:36](=[O:46])[C:35]=2[CH:34]=[CH:33][CH:32]=1)=[O:30])[CH3:24].[K+].[Br-], predict the reaction product. The product is: [ClH:1].[CH2:47]([N:25]([CH2:23][CH3:24])[CH2:26][CH2:27][NH:28][C:29]([C:31]1[C:44]2[NH:43][C:42]3[C:37](=[C:38]([I:45])[CH:39]=[CH:40][CH:41]=3)[C:36](=[O:46])[C:35]=2[CH:34]=[CH:33][CH:32]=1)=[O:30])[CH3:48].